From a dataset of Full USPTO retrosynthesis dataset with 1.9M reactions from patents (1976-2016). Predict the reactants needed to synthesize the given product. Given the product [ClH:21].[CH3:1][C:2]1[C:7]([CH:8]2[CH2:13][CH2:12][NH:11][CH2:10][CH2:9]2)=[CH:6][CH:5]=[CH:4][N:3]=1, predict the reactants needed to synthesize it. The reactants are: [CH3:1][C:2]1[C:7]([CH:8]2[CH2:13][CH2:12][N:11](C(OC(C)(C)C)=O)[CH2:10][CH2:9]2)=[CH:6][CH:5]=[CH:4][N:3]=1.[ClH:21].